The task is: Regression. Given a peptide amino acid sequence and an MHC pseudo amino acid sequence, predict their binding affinity value. This is MHC class II binding data.. This data is from Peptide-MHC class II binding affinity with 134,281 pairs from IEDB. (1) The peptide sequence is FLDPASIAARGWAAH. The MHC is DRB1_0301 with pseudo-sequence DRB1_0301. The binding affinity (normalized) is 0.429. (2) The peptide sequence is KKWNSITVMPLLCGIGC. The MHC is HLA-DQA10102-DQB10501 with pseudo-sequence HLA-DQA10102-DQB10501. The binding affinity (normalized) is 0.763. (3) The peptide sequence is GRLIQNSITIERMVL. The MHC is DRB1_0901 with pseudo-sequence DRB1_0901. The binding affinity (normalized) is 0.544. (4) The peptide sequence is WASHIHLVIHRIRTL. The MHC is HLA-DQA10303-DQB10402 with pseudo-sequence HLA-DQA10303-DQB10402. The binding affinity (normalized) is 0.461. (5) The peptide sequence is YDNDNPYRTWHYCGS. The MHC is DRB4_0103 with pseudo-sequence DRB4_0103. The binding affinity (normalized) is 0. (6) The peptide sequence is GMKVKNTIAATSFAA. The MHC is HLA-DQA10101-DQB10501 with pseudo-sequence HLA-DQA10101-DQB10501. The binding affinity (normalized) is 0. (7) The peptide sequence is SFGIVVAWQVKLLPV. The MHC is HLA-DQA10301-DQB10302 with pseudo-sequence HLA-DQA10301-DQB10302. The binding affinity (normalized) is 0.617. (8) The peptide sequence is PDNVKPIYIVTPTNA. The MHC is DRB1_1501 with pseudo-sequence DRB1_1501. The binding affinity (normalized) is 0.156. (9) The peptide sequence is AGKVAATAANAAPAN. The MHC is DRB1_0701 with pseudo-sequence DRB1_0701. The binding affinity (normalized) is 0.450. (10) The peptide sequence is DKYNKQLMVSSCVTS. The MHC is DRB1_1501 with pseudo-sequence DRB1_1501. The binding affinity (normalized) is 0.255.